Predict the reaction yield, written as a fraction of the theoretical maximum amount of product (1.0 means a 100% yield; for example, 0.34 means a 34% yield). From a dataset of Reaction yield outcomes from USPTO patents with 853,638 reactions. (1) The reactants are S(Cl)(Cl)=O.[Cl:5][C:6]1[C:7]([C:28]#[N:29])=[C:8]([C:17]2[CH:18]=[CH:19][C:20]([C:23]([N:25]([CH3:27])[CH3:26])=[O:24])=[N:21][CH:22]=2)[C:9]([O:15][CH3:16])=[C:10]([CH:12](O)[CH3:13])[CH:11]=1.C(Cl)[Cl:31]. The catalyst is CN(C)C=O. The product is [Cl:5][C:6]1[C:7]([C:28]#[N:29])=[C:8]([C:17]2[CH:18]=[CH:19][C:20]([C:23]([N:25]([CH3:27])[CH3:26])=[O:24])=[N:21][CH:22]=2)[C:9]([O:15][CH3:16])=[C:10]([CH:12]([Cl:31])[CH3:13])[CH:11]=1. The yield is 0.800. (2) The reactants are I[C:2]1[CH:3]=[C:4]2[C:9](=[CH:10][CH:11]=1)[N:8]=[CH:7][C:6]([C:12]1[O:13][C:14]([CH3:17])=[CH:15][N:16]=1)=[C:5]2[O:18][CH3:19].C1(C(C2C=CC=CC=2)CCP)C=CC=CC=1.C([SiH](CCCCCC)CCCCCC)CCCCC.CN(C)[CH:57]=[O:58]. The catalyst is C([O-])(=O)C.[Pd+2].C([O-])(=O)C. The product is [CH:57]([C:2]1[CH:3]=[C:4]2[C:9](=[CH:10][CH:11]=1)[N:8]=[CH:7][C:6]([C:12]1[O:13][C:14]([CH3:17])=[CH:15][N:16]=1)=[C:5]2[O:18][CH3:19])=[O:58]. The yield is 0.400. (3) The reactants are [CH3:1][C:2]([CH3:29])([CH3:28])[C@H:3]([N:11]1[CH2:15][CH2:14][N:13]([CH2:16][C:17]2[CH:22]=[CH:21][C:20]([C:23]([F:26])([F:25])[F:24])=[CH:19][CH:18]=2)[C:12]1=[O:27])[C:4]([O:6]C(C)(C)C)=[O:5].FC(F)(F)C(O)=O. The catalyst is ClCCl. The product is [CH3:1][C:2]([CH3:29])([CH3:28])[C@H:3]([N:11]1[CH2:15][CH2:14][N:13]([CH2:16][C:17]2[CH:22]=[CH:21][C:20]([C:23]([F:26])([F:25])[F:24])=[CH:19][CH:18]=2)[C:12]1=[O:27])[C:4]([OH:6])=[O:5]. The yield is 0.780.